This data is from Forward reaction prediction with 1.9M reactions from USPTO patents (1976-2016). The task is: Predict the product of the given reaction. (1) Given the reactants [NH2:1][C:2]1[C:3]([C:25]#[N:26])=[N:4][C:5]([C:15]2[CH:20]=[CH:19][C:18](=[O:21])[N:17]([CH:22]([CH3:24])[CH3:23])[N:16]=2)=[C:6]([C:8]2[CH:13]=[CH:12][CH:11]=[CH:10][C:9]=2[Br:14])[N:7]=1.[O:27]1CCOCC1, predict the reaction product. The product is: [NH2:1][C:2]1[C:3]([C:25]([NH2:26])=[O:27])=[N:4][C:5]([C:15]2[CH:20]=[CH:19][C:18](=[O:21])[N:17]([CH:22]([CH3:24])[CH3:23])[N:16]=2)=[C:6]([C:8]2[CH:13]=[CH:12][CH:11]=[CH:10][C:9]=2[Br:14])[N:7]=1. (2) The product is: [Cl:1][C:2]1[C:3]2[C:4]3[CH2:15][N:14]([CH3:16])[CH2:13][CH2:12][C:5]=3[N:6]([CH2:35][C:36]([C:39]3[CH:40]=[N:41][CH:42]=[CH:43][CH:44]=3)([OH:37])[CH3:38])[C:7]=2[CH:8]=[CH:9][C:10]=1[CH3:11]. Given the reactants [Cl:1][C:2]1[C:3]2[C:4]3[CH2:15][N:14]([CH3:16])[CH2:13][CH2:12][C:5]=3[NH:6][C:7]=2[CH:8]=[CH:9][C:10]=1[CH3:11].ClC1C(C)=CC2C3CN(C)CCC=3NC=2C=1.[H-].[Na+].[CH3:35][C:36]1([C:39]2[CH:40]=[N:41][CH:42]=[CH:43][CH:44]=2)[CH2:38][O:37]1, predict the reaction product. (3) Given the reactants [N+](C(C)C)([O-])=[O:2].[Na].[F:8][C:9]1[C:18]([CH2:19]Br)=[CH:17][C:16]2[C:15]([CH3:22])([CH3:21])[CH2:14][CH2:13][C:12]([CH3:24])([CH3:23])[C:11]=2[CH:10]=1, predict the reaction product. The product is: [F:8][C:9]1[C:18]([CH:19]=[O:2])=[CH:17][C:16]2[C:15]([CH3:22])([CH3:21])[CH2:14][CH2:13][C:12]([CH3:24])([CH3:23])[C:11]=2[CH:10]=1. (4) Given the reactants [F:1][C:2]([F:13])([F:12])[C:3]1[C:4]2[CH2:11][O:10][CH2:9][CH2:8][C:5]=2[NH:6][N:7]=1.Br[C:15]1[CH:20]=[CH:19][C:18]([CH2:21][N:22]2[CH2:26][CH2:25][CH2:24][S:23]2(=[O:28])=[O:27])=[CH:17][CH:16]=1, predict the reaction product. The product is: [O:27]=[S:23]1(=[O:28])[CH2:24][CH2:25][CH2:26][N:22]1[CH2:21][C:18]1[CH:17]=[CH:16][C:15]([N:6]2[C:5]3[CH2:8][CH2:9][O:10][CH2:11][C:4]=3[C:3]([C:2]([F:12])([F:1])[F:13])=[N:7]2)=[CH:20][CH:19]=1. (5) Given the reactants [F:1][C:2]1[CH:7]=[C:6]([C:8]([O:10][CH3:11])=[O:9])[CH:5]=[CH:4][C:3]=1[CH2:12][C:13]([OH:15])=O.C(Cl)(=O)C([Cl:19])=O.CN(C=O)C, predict the reaction product. The product is: [Cl:19][C:13](=[O:15])[CH2:12][C:3]1[CH:4]=[CH:5][C:6]([C:8]([O:10][CH3:11])=[O:9])=[CH:7][C:2]=1[F:1]. (6) Given the reactants [NH2:1][C:2]1[CH:7]=[C:6]([O:8][C:9]2[CH:14]=[CH:13][C:12]([NH:15][C:16](=[O:28])[CH2:17][C:18]([NH:20][C:21]3[CH:26]=[CH:25][C:24]([F:27])=[CH:23][CH:22]=3)=[O:19])=[C:11]([F:29])[CH:10]=2)[CH:5]=[CH:4][N:3]=1.[CH2:30]([N:32]([CH2:35]C)[CH2:33]C)C.ClC(OC1C=CC=CC=1)=[O:39].C(OCC)C, predict the reaction product. The product is: [CH3:30][N:32]([CH3:35])[C:33](=[O:39])[NH:1][C:2]1[CH:7]=[C:6]([O:8][C:9]2[CH:14]=[CH:13][C:12]([NH:15][C:16](=[O:28])[CH2:17][C:18]([NH:20][C:21]3[CH:26]=[CH:25][C:24]([F:27])=[CH:23][CH:22]=3)=[O:19])=[C:11]([F:29])[CH:10]=2)[CH:5]=[CH:4][N:3]=1. (7) The product is: [CH2:1]([O:3][C:4]([N:6]1[C:15]2[C:10](=[N:11][C:12]([O:16][CH3:17])=[CH:13][CH:14]=2)[C@@H:9]([NH:18][C:19]2[N:24]=[C:23]([CH2:25][C:26]3[CH:27]=[C:28]([C:36]([F:38])([F:39])[F:37])[CH:29]=[C:30]([C:32]([F:33])([F:34])[F:35])[CH:31]=3)[C:22]([CH2:40][O:41][CH2:42][CH2:43][C:44]([OH:46])=[O:45])=[CH:21][N:20]=2)[CH2:8][C@H:7]1[CH2:51][CH3:52])=[O:5])[CH3:2]. Given the reactants [CH2:1]([O:3][C:4]([N:6]1[C:15]2[C:10](=[N:11][C:12]([O:16][CH3:17])=[CH:13][CH:14]=2)[C@@H:9]([NH:18][C:19]2[N:24]=[C:23]([CH2:25][C:26]3[CH:31]=[C:30]([C:32]([F:35])([F:34])[F:33])[CH:29]=[C:28]([C:36]([F:39])([F:38])[F:37])[CH:27]=3)[C:22]([CH2:40][O:41][CH2:42][CH2:43][C:44]([O:46]C(C)(C)C)=[O:45])=[CH:21][N:20]=2)[CH2:8][C@H:7]1[CH2:51][CH3:52])=[O:5])[CH3:2], predict the reaction product.